Dataset: Forward reaction prediction with 1.9M reactions from USPTO patents (1976-2016). Task: Predict the product of the given reaction. (1) The product is: [NH2:8][C:5]1[C:4](/[CH:12]=[CH:11]/[C:10]([O:14][C:15]([CH3:18])([CH3:17])[CH3:16])=[O:13])=[CH:3][C:2]([Br:1])=[CH:7][N:6]=1. Given the reactants [Br:1][C:2]1[CH:3]=[C:4](I)[C:5]([NH2:8])=[N:6][CH:7]=1.[C:10]([O:14][C:15]([CH3:18])([CH3:17])[CH3:16])(=[O:13])[CH:11]=[CH2:12].C(N(C(C)C)C(C)C)C.C(#N)CC.CC1C=CC=CC=1P(C1C=CC=CC=1C)C1C=CC=CC=1C, predict the reaction product. (2) Given the reactants Br[C:2]1[NH:3][C:4]2[C:9]([N:10]=1)=[C:8]([N:11]1[CH2:16][CH2:15][O:14][CH2:13][C@H:12]1[CH3:17])[N:7]=[C:6]([Cl:18])[N:5]=2.[F-].[Cs+].[NH:21]1[C:29]2[CH:28]=[CH:27][CH:26]=[C:25](B(O)O)[C:24]=2[CH:23]=[CH:22]1, predict the reaction product. The product is: [Cl:18][C:6]1[N:5]=[C:4]2[C:9]([N:10]=[C:2]([C:25]3[CH:26]=[CH:27][CH:28]=[C:29]4[C:24]=3[CH:23]=[CH:22][NH:21]4)[NH:3]2)=[C:8]([N:11]2[CH2:16][CH2:15][O:14][CH2:13][C@H:12]2[CH3:17])[N:7]=1. (3) Given the reactants C1C2C(COC(N[C@@H](CSC[C@H](O)CO)C(OC(C)(C)C)=O)=O)C3C(=CC=CC=3)C=2C=CC=1.C(Cl)(=O)CCCCCCCCC.[C:46]([O:59][CH2:60][C@@H:61]([O:91][C:92](=[O:104])[CH2:93][CH2:94][CH2:95][CH2:96][CH2:97][CH2:98][CH2:99][CH2:100][CH2:101]CC)[CH2:62][S:63][CH2:64][C@H:65]([NH:73][C:74]([O:76][CH2:77][CH:78]1[C:90]2[CH:89]=[CH:88][CH:87]=[CH:86][C:85]=2[C:84]2[C:79]1=[CH:80][CH:81]=[CH:82][CH:83]=2)=[O:75])[C:66]([O:68][C:69]([CH3:72])([CH3:71])[CH3:70])=[O:67])(=[O:58])[CH2:47][CH2:48][CH2:49][CH2:50][CH2:51][CH2:52][CH2:53][CH2:54][CH2:55]CC, predict the reaction product. The product is: [C:46]([O:59][CH2:60][C@@H:61]([O:91][C:92](=[O:104])[CH2:93][CH2:94][CH2:95][CH2:96][CH2:97][CH2:98][CH2:99][CH2:100][CH3:101])[CH2:62][S:63][CH2:64][C@H:65]([NH:73][C:74]([O:76][CH2:77][CH:78]1[C:79]2[CH:80]=[CH:81][CH:82]=[CH:83][C:84]=2[C:85]2[C:90]1=[CH:89][CH:88]=[CH:87][CH:86]=2)=[O:75])[C:66]([O:68][C:69]([CH3:70])([CH3:72])[CH3:71])=[O:67])(=[O:58])[CH2:47][CH2:48][CH2:49][CH2:50][CH2:51][CH2:52][CH2:53][CH2:54][CH3:55]. (4) Given the reactants Cl[C:2]1[N:7]2[N:8]=[C:9]([CH3:11])[CH:10]=[C:6]2[N:5]=[C:4]([NH:12][C:13](=[O:24])[C:14]2[CH:19]=[CH:18][C:17]([C:20]([OH:23])([CH3:22])[CH3:21])=[CH:16][CH:15]=2)[CH:3]=1.[NH:25]1[CH2:30][CH2:29][S:28][CH2:27][CH2:26]1, predict the reaction product. The product is: [OH:23][C:20]([C:17]1[CH:18]=[CH:19][C:14]([C:13]([NH:12][C:4]2[CH:3]=[C:2]([N:25]3[CH2:30][CH2:29][S:28][CH2:27][CH2:26]3)[N:7]3[N:8]=[C:9]([CH3:11])[CH:10]=[C:6]3[N:5]=2)=[O:24])=[CH:15][CH:16]=1)([CH3:22])[CH3:21]. (5) Given the reactants [C:1]([NH:5][C:6]([C:8]1[C:16]2[C:11](=[N:12][CH:13]=[C:14]([NH:17][C:18]3[CH:23]=[CH:22][C:21]([CH3:24])=[CH:20][CH:19]=3)[N:15]=2)[N:10](COCC[Si](C)(C)C)[CH:9]=1)=[O:7])([CH3:4])([CH3:3])[CH3:2].FC(F)(F)C(O)=O, predict the reaction product. The product is: [C:1]([NH:5][C:6]([C:8]1[C:16]2[C:11](=[N:12][CH:13]=[C:14]([NH:17][C:18]3[CH:23]=[CH:22][C:21]([CH3:24])=[CH:20][CH:19]=3)[N:15]=2)[NH:10][CH:9]=1)=[O:7])([CH3:4])([CH3:3])[CH3:2]. (6) Given the reactants [CH2:1]([N:3]([CH2:6][CH3:7])[CH2:4]C)C.[CH3:8][O:9][C:10]1[CH:11]=C([CH:15]=[CH:16][C:17]=1[N+:18]([O-:20])=[O:19])CO.CS(Cl)(=O)=O.Cl.CNC, predict the reaction product. The product is: [CH3:8][O:9][C:10]1[CH:11]=[C:7]([CH:15]=[CH:16][C:17]=1[N+:18]([O-:20])=[O:19])[CH2:6][N:3]([CH3:1])[CH3:4].